Dataset: Reaction yield outcomes from USPTO patents with 853,638 reactions. Task: Predict the reaction yield, written as a fraction of the theoretical maximum amount of product (1.0 means a 100% yield; for example, 0.34 means a 34% yield). (1) The reactants are S(=O)(=O)(O)O.[Br:6][C:7]1[CH:21]=[C:20]([O:22][CH3:23])[CH:19]=[CH:18][C:8]=1[O:9]/[C:10](=[CH:14]\[C:15]([OH:17])=O)/[C:11]([OH:13])=[O:12].[CH2:24](O)[CH3:25]. No catalyst specified. The product is [Br:6][C:7]1[CH:21]=[C:20]([O:22][CH3:23])[CH:19]=[C:18]2[C:8]=1[O:9][C:10]([C:11]([O:13][CH2:24][CH3:25])=[O:12])=[CH:14][C:15]2=[O:17]. The yield is 0.500. (2) The reactants are [CH2:1]([O:3][CH:4]([O:18][CH2:19][CH3:20])[P:5]([CH2:10][CH:11]([F:17])[C:12](OCC)=[O:13])([O:7][CH2:8][CH3:9])=[O:6])[CH3:2].[NH4+:21]. The catalyst is C(O)C. The product is [NH2:21][C:12](=[O:13])[CH:11]([F:17])[CH2:10][P:5]([CH:4]([O:18][CH2:19][CH3:20])[O:3][CH2:1][CH3:2])(=[O:6])[O:7][CH2:8][CH3:9]. The yield is 0.270. (3) The reactants are [OH:1][C:2]([C:5]1[CH:6]=[C:7]([CH:12]=[CH:13][N:14]=1)[C:8]([O:10]C)=[O:9])([CH3:4])[CH3:3].[OH-].[Li+].Cl. The catalyst is C1COCC1. The product is [OH:1][C:2]([C:5]1[CH:6]=[C:7]([CH:12]=[CH:13][N:14]=1)[C:8]([OH:10])=[O:9])([CH3:3])[CH3:4]. The yield is 0.910. (4) The reactants are [Cl:1][C:2]1[CH:3]=[C:4]([CH:6]=[CH:7][C:8]=1[O:9][CH3:10])[NH2:5].Cl.[CH:12](=O)/[CH:13]=[CH:14]/[CH3:15]. The catalyst is C1(C)C=CC=CC=1. The product is [Cl:1][C:2]1[CH:3]=[C:4]2[C:6]([CH:12]=[CH:13][C:14]([CH3:15])=[N:5]2)=[CH:7][C:8]=1[O:9][CH3:10]. The yield is 0.500.